Dataset: Reaction yield outcomes from USPTO patents with 853,638 reactions. Task: Predict the reaction yield, written as a fraction of the theoretical maximum amount of product (1.0 means a 100% yield; for example, 0.34 means a 34% yield). The reactants are C([O:8][C:9]1[CH:10]=[CH:11][CH:12]=[C:13]2[C:18]=1[N:17]=[C:16]([O:19][CH3:20])[CH:15]=[CH:14]2)C1C=CC=CC=1. The catalyst is CCO.[Pd]. The product is [CH3:20][O:19][C:16]1[CH:15]=[CH:14][C:13]2[C:18](=[C:9]([OH:8])[CH:10]=[CH:11][CH:12]=2)[N:17]=1. The yield is 0.830.